This data is from NCI-60 drug combinations with 297,098 pairs across 59 cell lines. The task is: Regression. Given two drug SMILES strings and cell line genomic features, predict the synergy score measuring deviation from expected non-interaction effect. (1) Drug 1: C1CC(C1)(C(=O)O)C(=O)O.[NH2-].[NH2-].[Pt+2]. Drug 2: CC1=C(C=C(C=C1)NC(=O)C2=CC=C(C=C2)CN3CCN(CC3)C)NC4=NC=CC(=N4)C5=CN=CC=C5. Cell line: DU-145. Synergy scores: CSS=5.47, Synergy_ZIP=-0.241, Synergy_Bliss=0.576, Synergy_Loewe=-6.15, Synergy_HSA=-5.19. (2) Drug 1: C(=O)(N)NO. Drug 2: C1=NC2=C(N1)C(=S)N=CN2. Cell line: OVCAR-8. Synergy scores: CSS=34.0, Synergy_ZIP=-9.09, Synergy_Bliss=-1.32, Synergy_Loewe=-42.6, Synergy_HSA=-0.417. (3) Drug 1: C1CNP(=O)(OC1)N(CCCl)CCCl. Drug 2: COCCOC1=C(C=C2C(=C1)C(=NC=N2)NC3=CC=CC(=C3)C#C)OCCOC.Cl. Cell line: SNB-75. Synergy scores: CSS=-1.73, Synergy_ZIP=1.71, Synergy_Bliss=1.86, Synergy_Loewe=-6.32, Synergy_HSA=-4.03. (4) Drug 1: C1CCN(CC1)CCOC2=CC=C(C=C2)C(=O)C3=C(SC4=C3C=CC(=C4)O)C5=CC=C(C=C5)O. Drug 2: CC1=CC2C(CCC3(C2CCC3(C(=O)C)OC(=O)C)C)C4(C1=CC(=O)CC4)C. Cell line: SNB-19. Synergy scores: CSS=-3.07, Synergy_ZIP=2.70, Synergy_Bliss=2.69, Synergy_Loewe=-3.82, Synergy_HSA=-3.24. (5) Drug 1: CN(CC1=CN=C2C(=N1)C(=NC(=N2)N)N)C3=CC=C(C=C3)C(=O)NC(CCC(=O)O)C(=O)O. Drug 2: C1CCC(C(C1)N)N.C(=O)(C(=O)[O-])[O-].[Pt+4]. Cell line: SF-295. Synergy scores: CSS=24.8, Synergy_ZIP=-5.55, Synergy_Bliss=-12.2, Synergy_Loewe=-9.28, Synergy_HSA=-6.39. (6) Drug 1: CC1=C(N=C(N=C1N)C(CC(=O)N)NCC(C(=O)N)N)C(=O)NC(C(C2=CN=CN2)OC3C(C(C(C(O3)CO)O)O)OC4C(C(C(C(O4)CO)O)OC(=O)N)O)C(=O)NC(C)C(C(C)C(=O)NC(C(C)O)C(=O)NCCC5=NC(=CS5)C6=NC(=CS6)C(=O)NCCC[S+](C)C)O. Drug 2: C1CCC(C(C1)N)N.C(=O)(C(=O)[O-])[O-].[Pt+4]. Cell line: SF-539. Synergy scores: CSS=53.4, Synergy_ZIP=-1.83, Synergy_Bliss=-2.97, Synergy_Loewe=-0.721, Synergy_HSA=2.29.